Dataset: Forward reaction prediction with 1.9M reactions from USPTO patents (1976-2016). Task: Predict the product of the given reaction. Given the reactants [NH:1]1[C:9]2[C:4](=[CH:5][CH:6]=[CH:7][CH:8]=2)[C@@H:3]([CH2:10][CH2:11][N:12]2[CH2:17][CH2:16][N:15]([C:18]3[CH:19]=[C:20]4[C:24](=[CH:25][CH:26]=3)[NH:23][CH:22]=[CH:21]4)[CH2:14][CH2:13]2)[CH2:2]1.[Cl:27][CH2:28][C:29]([NH2:31])=[O:30], predict the reaction product. The product is: [ClH:27].[ClH:27].[NH:23]1[C:24]2[C:20](=[CH:19][C:18]([N:15]3[CH2:14][CH2:13][N:12]([CH2:11][CH2:10][C@@H:3]4[C:4]5[C:9](=[CH:8][CH:7]=[CH:6][CH:5]=5)[N:1]([CH2:28][C:29]([NH2:31])=[O:30])[CH2:2]4)[CH2:17][CH2:16]3)=[CH:26][CH:25]=2)[CH:21]=[CH:22]1.